Task: Predict the reactants needed to synthesize the given product.. Dataset: Full USPTO retrosynthesis dataset with 1.9M reactions from patents (1976-2016) (1) The reactants are: [Cl:1][C:2]1[S:6][C:5]([CH:7]2[CH2:12][CH2:11][N:10]([C:13](=[O:24])[CH2:14][N:15]3C4=NC=CC=C4N=C3)[CH2:9][CH2:8]2)=[N:4][C:3]=1[C:25]1[CH:30]=[C:29]([C:31]([CH3:34])([CH3:33])[CH3:32])[C:28]([O:35][CH3:36])=[C:27]([C:37]([CH3:40])([CH3:39])[CH3:38])[CH:26]=1.C([N:44]([CH:47]([CH3:49])[CH3:48])CC)(C)C.CCN=C=NC[CH2:56][CH2:57]N(C)C.[C:61]([OH:67])(C(F)(F)F)=[O:62]. Given the product [Cl:1][C:2]1[S:6][C:5]([CH:7]2[CH2:12][CH2:11][N:10]([C:13](=[O:24])[CH2:14][N:15]3[C:56]([CH3:57])=[CH:49][C:47]([CH2:48][C:61]([OH:67])=[O:62])=[N:44]3)[CH2:9][CH2:8]2)=[N:4][C:3]=1[C:25]1[CH:30]=[C:29]([C:31]([CH3:34])([CH3:32])[CH3:33])[C:28]([O:35][CH3:36])=[C:27]([C:37]([CH3:39])([CH3:38])[CH3:40])[CH:26]=1, predict the reactants needed to synthesize it. (2) Given the product [CH3:50][C:51]([CH3:54])([CH3:53])[CH2:52][O:18][C:17](=[O:19])[CH2:16][O:15][C:13]1[CH:12]=[CH:11][C:10]([NH:20][C:21]([C:23]2[C:32]3[C:27](=[CH:28][CH:29]=[CH:30][CH:31]=3)[C:26]([CH2:33][N:34]3[CH:38]=[CH:37][N:36]=[N:35]3)=[CH:25][CH:24]=2)=[O:22])=[C:9]([C:7](=[O:8])[NH:6][CH2:5][CH:1]2[CH2:4][CH2:3][CH2:2]2)[N:14]=1, predict the reactants needed to synthesize it. The reactants are: [CH:1]1([CH2:5][NH:6][C:7]([C:9]2[N:14]=[C:13]([O:15][CH2:16][C:17]([OH:19])=[O:18])[CH:12]=[CH:11][C:10]=2[NH:20][C:21]([C:23]2[C:32]3[C:27](=[CH:28][CH:29]=[CH:30][CH:31]=3)[C:26]([CH2:33][N:34]3[CH:38]=[CH:37][N:36]=[N:35]3)=[CH:25][CH:24]=2)=[O:22])=[O:8])[CH2:4][CH2:3][CH2:2]1.C(N(CC)CC)C.ClC(O[CH2:50][C:51]([CH3:54])([CH3:53])[CH3:52])=O.